From a dataset of Reaction yield outcomes from USPTO patents with 853,638 reactions. Predict the reaction yield, written as a fraction of the theoretical maximum amount of product (1.0 means a 100% yield; for example, 0.34 means a 34% yield). (1) The reactants are [CH3:1][O:2][C:3]1[CH:42]=[C:41]([O:43][CH3:44])[CH:40]=[CH:39][C:4]=1[CH2:5][NH:6][C:7]1[N:15]=[CH:14][N:13]=[C:12]2[C:8]=1[N:9]=[CH:10][N:11]2[C@H:16]1[C@@H:20]2[O:21][C:22]([CH3:25])([CH3:24])[O:23][C@@H:19]2[C@@H:18]([CH2:26][NH:27][CH:28]2[CH2:31][CH:30]([CH2:32][CH2:33][C:34]([O:36][CH2:37][CH3:38])=[O:35])[CH2:29]2)[CH2:17]1.C(#N)C.[CH:48](I)([CH3:50])[CH3:49]. The catalyst is C(N(CC)CC)C. The product is [CH3:1][O:2][C:3]1[CH:42]=[C:41]([O:43][CH3:44])[CH:40]=[CH:39][C:4]=1[CH2:5][NH:6][C:7]1[N:15]=[CH:14][N:13]=[C:12]2[C:8]=1[N:9]=[CH:10][N:11]2[C@H:16]1[C@@H:20]2[O:21][C:22]([CH3:25])([CH3:24])[O:23][C@@H:19]2[C@@H:18]([CH2:26][N:27]([CH:48]([CH3:50])[CH3:49])[CH:28]2[CH2:29][CH:30]([CH2:32][CH2:33][C:34]([O:36][CH2:37][CH3:38])=[O:35])[CH2:31]2)[CH2:17]1. The yield is 0.700. (2) The reactants are [OH:1][CH:2]1[C:6]2[C:7]([O:11][CH3:12])=[N:8][CH:9]=[CH:10][C:5]=2[C:4](=[O:13])N1C(C)C.[BH4-].[Na+].CC(C)=O.Cl.P([O-])([O-])(O)=O.[K+].[K+]. The catalyst is C(O)(C)C.O. The product is [CH3:12][O:11][C:7]1[C:6]2[CH2:2][O:1][C:4](=[O:13])[C:5]=2[CH:10]=[CH:9][N:8]=1. The yield is 0.680.